Dataset: Full USPTO retrosynthesis dataset with 1.9M reactions from patents (1976-2016). Task: Predict the reactants needed to synthesize the given product. (1) Given the product [CH2:1]([C:3]1[N:7]([C:8]2[C:16]3[O:15][CH2:14][C@@H:13]([NH:17][C:18]4[CH:30]=[CH:29][C:21]5[C@H:22]([CH2:25][C:26]([O-:28])=[O:27])[CH2:23][O:24][C:20]=5[CH:19]=4)[C:12]=3[CH:11]=[CH:10][CH:9]=2)[C:6]2[CH:31]=[C:32]([O:35][CH3:36])[CH:33]=[CH:34][C:5]=2[N:4]=1)[CH3:2].[Na+:38], predict the reactants needed to synthesize it. The reactants are: [CH2:1]([C:3]1[N:7]([C:8]2[C:16]3[O:15][CH2:14][C@@H:13]([NH:17][C:18]4[CH:30]=[CH:29][C:21]5[C@H:22]([CH2:25][C:26]([OH:28])=[O:27])[CH2:23][O:24][C:20]=5[CH:19]=4)[C:12]=3[CH:11]=[CH:10][CH:9]=2)[C:6]2[CH:31]=[C:32]([O:35][CH3:36])[CH:33]=[CH:34][C:5]=2[N:4]=1)[CH3:2].[OH-].[Na+:38].C(#N)C. (2) Given the product [ClH:22].[C:1]([C:5]1[CH:10]=[CH:9][C:8]([C:11]2[N:12]([C:30]([N:47]3[CH2:46][CH2:45][N:44]([CH2:43][CH2:42][S:39]([CH3:38])(=[O:40])=[O:41])[CH2:49][CH2:48]3)=[O:31])[C@H:13]([C:23]3[CH:24]=[CH:25][C:26]([Cl:29])=[CH:27][CH:28]=3)[C@H:14]([C:16]3[CH:17]=[CH:18][C:19]([Cl:22])=[CH:20][CH:21]=3)[N:15]=2)=[C:7]([O:33][CH2:34][CH3:35])[CH:6]=1)([CH3:4])([CH3:2])[CH3:3], predict the reactants needed to synthesize it. The reactants are: [C:1]([C:5]1[CH:10]=[CH:9][C:8]([C:11]2[N:12]([C:30](Cl)=[O:31])[C@H:13]([C:23]3[CH:28]=[CH:27][C:26]([Cl:29])=[CH:25][CH:24]=3)[C@H:14]([C:16]3[CH:21]=[CH:20][C:19]([Cl:22])=[CH:18][CH:17]=3)[N:15]=2)=[C:7]([O:33][CH2:34][CH3:35])[CH:6]=1)([CH3:4])([CH3:3])[CH3:2].Cl.Cl.[CH3:38][S:39]([CH2:42][CH2:43][N:44]1[CH2:49][CH2:48][NH:47][CH2:46][CH2:45]1)(=[O:41])=[O:40]. (3) Given the product [Br:32][C:4]1[CH:5]=[N:6][N:7]([C:8]2[CH:13]=[CH:12][C:11]([C:14]([NH:15][CH2:16][CH:17]3[CH2:22][CH2:21][O:20][CH2:19][CH2:18]3)=[O:23])=[CH:10][N:9]=2)[C:3]=1[O:2][CH3:1], predict the reactants needed to synthesize it. The reactants are: [CH3:1][O:2][C:3]1[N:7]([C:8]2[CH:13]=[CH:12][C:11]([C:14](=[O:23])[NH:15][CH2:16][CH:17]3[CH2:22][CH2:21][O:20][CH2:19][CH2:18]3)=[CH:10][N:9]=2)[N:6]=[CH:5][C:4]=1C(O)=O.C(=O)(O)[O-].[Na+].[Br:32]N1C(=O)CCC1=O. (4) Given the product [CH2:1]([O:3][C:4]([C:6]12[CH2:8][CH:7]1[CH:9]=[CH:10][CH2:34][CH2:33][CH2:32][CH2:31][CH2:30][N:20]([CH2:21][C:22]1[CH:27]=[CH:26][C:25]([O:28][CH3:29])=[CH:24][CH:23]=1)[C:19](=[O:37])[N:18]1[CH:14]([CH2:15][CH:16]([O:38][C:39](=[O:49])[C:40]3[CH:45]=[CH:44][C:43]([N+:46]([O-:48])=[O:47])=[CH:42][CH:41]=3)[CH2:17]1)[C:12](=[O:13])[NH:11]2)=[O:5])[CH3:2], predict the reactants needed to synthesize it. The reactants are: [CH2:1]([O:3][C:4]([C:6]1([NH:11][C:12]([CH:14]2[N:18]([C:19](=[O:37])[N:20]([CH2:30][CH2:31][CH2:32][CH2:33][CH2:34]C=C)[CH2:21][C:22]3[CH:27]=[CH:26][C:25]([O:28][CH3:29])=[CH:24][CH:23]=3)[CH2:17][CH:16]([O:38][C:39](=[O:49])[C:40]3[CH:45]=[CH:44][C:43]([N+:46]([O-:48])=[O:47])=[CH:42][CH:41]=3)[CH2:15]2)=[O:13])[CH2:8][CH:7]1[CH:9]=[CH2:10])=[O:5])[CH3:2]. (5) Given the product [O:13]=[C:9]1[CH2:10][CH2:11][CH2:12][N:8]1[C:5]1[CH:6]=[CH:7][C:2]([N:1]=[C:23]2[C:15]3=[N:14][CH:19]=[CH:18][N:17]=[C:16]3[C:20](=[O:21])[O:22]2)=[CH:3][CH:4]=1, predict the reactants needed to synthesize it. The reactants are: [NH2:1][C:2]1[CH:7]=[CH:6][C:5]([N:8]2[CH2:12][CH2:11][CH2:10][C:9]2=[O:13])=[CH:4][CH:3]=1.[N:14]1[CH:19]=[CH:18][N:17]=[C:16]2[C:20]([O:22][C:23](=O)[C:15]=12)=[O:21].